Dataset: NCI-60 drug combinations with 297,098 pairs across 59 cell lines. Task: Regression. Given two drug SMILES strings and cell line genomic features, predict the synergy score measuring deviation from expected non-interaction effect. (1) Drug 1: C1CCC(CC1)NC(=O)N(CCCl)N=O. Drug 2: C1=CC=C(C=C1)NC(=O)CCCCCCC(=O)NO. Cell line: NCI-H322M. Synergy scores: CSS=9.70, Synergy_ZIP=-1.11, Synergy_Bliss=0.742, Synergy_Loewe=-21.1, Synergy_HSA=0.465. (2) Drug 1: CC12CCC(CC1=CCC3C2CCC4(C3CC=C4C5=CN=CC=C5)C)O. Drug 2: CC1C(C(CC(O1)OC2CC(CC3=C2C(=C4C(=C3O)C(=O)C5=C(C4=O)C(=CC=C5)OC)O)(C(=O)CO)O)N)O.Cl. Cell line: SW-620. Synergy scores: CSS=39.0, Synergy_ZIP=3.51, Synergy_Bliss=0.499, Synergy_Loewe=-17.6, Synergy_HSA=0.468. (3) Drug 1: CC1C(C(=O)NC(C(=O)N2CCCC2C(=O)N(CC(=O)N(C(C(=O)O1)C(C)C)C)C)C(C)C)NC(=O)C3=C4C(=C(C=C3)C)OC5=C(C(=O)C(=C(C5=N4)C(=O)NC6C(OC(=O)C(N(C(=O)CN(C(=O)C7CCCN7C(=O)C(NC6=O)C(C)C)C)C)C(C)C)C)N)C. Drug 2: COCCOC1=C(C=C2C(=C1)C(=NC=N2)NC3=CC=CC(=C3)C#C)OCCOC.Cl. Cell line: SF-268. Synergy scores: CSS=11.3, Synergy_ZIP=-5.81, Synergy_Bliss=-1.95, Synergy_Loewe=-6.09, Synergy_HSA=-2.49. (4) Drug 1: CCCCC(=O)OCC(=O)C1(CC(C2=C(C1)C(=C3C(=C2O)C(=O)C4=C(C3=O)C=CC=C4OC)O)OC5CC(C(C(O5)C)O)NC(=O)C(F)(F)F)O. Drug 2: C1C(C(OC1N2C=NC(=NC2=O)N)CO)O. Cell line: DU-145. Synergy scores: CSS=63.0, Synergy_ZIP=-1.30, Synergy_Bliss=-0.670, Synergy_Loewe=1.55, Synergy_HSA=2.99. (5) Drug 1: CC1C(C(CC(O1)OC2CC(CC3=C2C(=C4C(=C3O)C(=O)C5=C(C4=O)C(=CC=C5)OC)O)(C(=O)CO)O)N)O.Cl. Drug 2: C1CC(=O)NC(=O)C1N2C(=O)C3=CC=CC=C3C2=O. Cell line: HCT116. Synergy scores: CSS=-6.96, Synergy_ZIP=3.97, Synergy_Bliss=4.57, Synergy_Loewe=-3.81, Synergy_HSA=-2.83. (6) Drug 1: CC1=CC=C(C=C1)C2=CC(=NN2C3=CC=C(C=C3)S(=O)(=O)N)C(F)(F)F. Drug 2: CC1=C(C(=O)C2=C(C1=O)N3CC4C(C3(C2COC(=O)N)OC)N4)N. Cell line: M14. Synergy scores: CSS=51.7, Synergy_ZIP=-3.71, Synergy_Bliss=-5.24, Synergy_Loewe=-41.1, Synergy_HSA=-0.974. (7) Drug 1: CCN(CC)CCNC(=O)C1=C(NC(=C1C)C=C2C3=C(C=CC(=C3)F)NC2=O)C. Cell line: BT-549. Synergy scores: CSS=21.3, Synergy_ZIP=-3.18, Synergy_Bliss=-1.42, Synergy_Loewe=-5.30, Synergy_HSA=-2.04. Drug 2: N.N.Cl[Pt+2]Cl. (8) Drug 1: CCCS(=O)(=O)NC1=C(C(=C(C=C1)F)C(=O)C2=CNC3=C2C=C(C=N3)C4=CC=C(C=C4)Cl)F. Drug 2: C1=CC(=CC=C1CCCC(=O)O)N(CCCl)CCCl. Cell line: A498. Synergy scores: CSS=29.4, Synergy_ZIP=-5.59, Synergy_Bliss=-0.610, Synergy_Loewe=-0.583, Synergy_HSA=-0.369.